From a dataset of Full USPTO retrosynthesis dataset with 1.9M reactions from patents (1976-2016). Predict the reactants needed to synthesize the given product. (1) Given the product [I:8][C:9]1[CH:15]=[CH:14][C:12]([N:13]2[CH2:17][CH2:18][CH2:19][CH2:20][C:21]2=[O:22])=[CH:11][CH:10]=1, predict the reactants needed to synthesize it. The reactants are: C(N(CC)CC)C.[I:8][C:9]1[CH:15]=[CH:14][C:12]([NH2:13])=[CH:11][CH:10]=1.Br[CH2:17][CH2:18][CH2:19][CH2:20][C:21](Cl)=[O:22].CC(C)([O-])C.[K+].Cl. (2) Given the product [Br:4][C:5]1[C:10]([F:11])=[CH:9][N:8]=[C:7]([O:12][CH2:1][CH3:2])[CH:6]=1, predict the reactants needed to synthesize it. The reactants are: [CH2:1](I)[CH3:2].[Br:4][C:5]1[C:10]([F:11])=[CH:9][N:8]=[C:7]([OH:12])[CH:6]=1. (3) Given the product [CH:28]1([NH:33][C:2]2[N:3]=[C:4]([N:13]3[CH2:14][CH2:15][N:16]([C:19](=[O:27])[CH2:20][C:21]4[CH:22]=[CH:23][CH:24]=[CH:25][CH:26]=4)[CH2:17][CH2:18]3)[C:5]3[CH:10]=[C:9]([CH2:11][CH3:12])[S:8][C:6]=3[N:7]=2)[CH2:32][CH2:31][CH2:30][CH2:29]1, predict the reactants needed to synthesize it. The reactants are: Cl[C:2]1[N:3]=[C:4]([N:13]2[CH2:18][CH2:17][N:16]([C:19](=[O:27])[CH2:20][C:21]3[CH:26]=[CH:25][CH:24]=[CH:23][CH:22]=3)[CH2:15][CH2:14]2)[C:5]2[CH:10]=[C:9]([CH2:11][CH3:12])[S:8][C:6]=2[N:7]=1.[CH:28]1([NH2:33])[CH2:32][CH2:31][CH2:30][CH2:29]1. (4) Given the product [Cl:23][C:18]1[CH:17]=[C:16]([C:14]2[N:15]=[C:11]([C:9]3[CH:10]=[C:5]([C:3]([OH:2])=[O:4])[C:6]([C:24]4[CH:29]=[CH:28][C:27]([C:30](=[O:32])[NH:33][CH2:34][CH:35]5[CH2:40][CH2:39][O:38][CH2:37][CH2:36]5)=[CH:26][CH:25]=4)=[CH:7][CH:8]=3)[S:12][CH:13]=2)[CH:21]=[CH:20][C:19]=1[Cl:22], predict the reactants needed to synthesize it. The reactants are: C[O:2][C:3]([C:5]1[C:6]([C:24]2[CH:29]=[CH:28][C:27]([C:30]([OH:32])=O)=[CH:26][CH:25]=2)=[CH:7][CH:8]=[C:9]([C:11]2[S:12][CH:13]=[C:14]([C:16]3[CH:21]=[CH:20][C:19]([Cl:22])=[C:18]([Cl:23])[CH:17]=3)[N:15]=2)[CH:10]=1)=[O:4].[NH2:33][CH2:34][CH:35]1[CH2:40][CH2:39][O:38][CH2:37][CH2:36]1. (5) Given the product [Cl:1][C:2]1[C:6]([C:7]([OH:15])=[O:20])=[CH:5][N:4]([C:8]2[CH:9]=[N:10][CH:11]=[CH:12][CH:13]=2)[N:3]=1, predict the reactants needed to synthesize it. The reactants are: [Cl:1][C:2]1[CH:6]([CH3:7])[CH2:5][N:4]([C:8]2[CH:9]=[N:10][CH:11]=[CH:12][CH:13]=2)[N:3]=1.[Mn]([O-])(=O)(=O)=[O:15].[Na+].[OH2:20]. (6) Given the product [ClH:16].[CH3:1][C:2]1([CH3:15])[CH2:6][NH:5][CH2:4][C@H:3]1[OH:14], predict the reactants needed to synthesize it. The reactants are: [CH3:1][C:2]1([CH3:15])[CH2:6][N:5](CC2C=CC=CC=2)[CH2:4][C@H:3]1[OH:14].[ClH:16]. (7) Given the product [ClH:29].[NH:8]1[CH2:11][CH:10]([C:12]2[C:21]([C:22]3[CH:23]=[C:24]([CH3:28])[CH:25]=[CH:26][CH:27]=3)=[N:20][C:19]3[C:14](=[CH:15][CH:16]=[CH:17][CH:18]=3)[N:13]=2)[CH2:9]1, predict the reactants needed to synthesize it. The reactants are: C(OC([N:8]1[CH2:11][CH:10]([C:12]2[C:21]([C:22]3[CH:23]=[C:24]([CH3:28])[CH:25]=[CH:26][CH:27]=3)=[N:20][C:19]3[C:14](=[CH:15][CH:16]=[CH:17][CH:18]=3)[N:13]=2)[CH2:9]1)=O)(C)(C)C.[ClH:29].CO. (8) Given the product [CH2:16]([CH:23]1[CH2:24][CH2:25][N:26]([CH2:29][C:30]([NH:26][CH2:29][C:30](=[O:32])[C:7]2[CH:8]=[C:9]3[C:13](=[CH:14][CH:6]=2)[NH:12][C:11](=[O:15])[CH2:10]3)=[O:32])[CH2:27][CH2:28]1)[C:17]1[CH:18]=[CH:19][CH:20]=[CH:21][CH:22]=1, predict the reactants needed to synthesize it. The reactants are: Cl.NCC([C:6]1[CH:14]=[C:13]2[C:9]([CH2:10][C:11](=[O:15])[NH:12]2)=[CH:8][CH:7]=1)=O.[CH2:16]([CH:23]1[CH2:28][CH2:27][N:26]([CH2:29][C:30]([OH:32])=O)[CH2:25][CH2:24]1)[C:17]1[CH:22]=[CH:21][CH:20]=[CH:19][CH:18]=1.